The task is: Predict the product of the given reaction.. This data is from Forward reaction prediction with 1.9M reactions from USPTO patents (1976-2016). (1) The product is: [CH3:9][O:10][C:11]([CH:13]1[CH2:14][CH2:15][CH:16]([C:19]2[CH:24]=[C:23]([N:25]([CH2:34][O:35][CH2:36][CH2:37][Si:38]([CH3:41])([CH3:40])[CH3:39])[CH2:26][O:27][CH2:28][CH2:29][Si:30]([CH3:32])([CH3:33])[CH3:31])[N:22]3[N:42]=[CH:43][C:44]([I:1])=[C:21]3[N:20]=2)[CH2:17][CH2:18]1)=[O:12]. Given the reactants [I:1]N1C(=O)CCC1=O.[CH3:9][O:10][C:11]([CH:13]1[CH2:18][CH2:17][CH:16]([C:19]2[CH:24]=[C:23]([N:25]([CH2:34][O:35][CH2:36][CH2:37][Si:38]([CH3:41])([CH3:40])[CH3:39])[CH2:26][O:27][CH2:28][CH2:29][Si:30]([CH3:33])([CH3:32])[CH3:31])[N:22]3[N:42]=[CH:43][CH:44]=[C:21]3[N:20]=2)[CH2:15][CH2:14]1)=[O:12], predict the reaction product. (2) Given the reactants Cl[C:2]1[N:3]=[C:4]([OH:12])[C:5]2[CH:11]=[CH:10][N:9]=[CH:8][C:6]=2[N:7]=1.[CH3:13][N:14]([C:22]1[CH:27]=[CH:26][CH:25]=[C:24]([CH2:28][N:29]2[CH2:34][CH2:33][N:32]([CH3:35])[CH2:31][CH2:30]2)[CH:23]=1)[C:15]1[CH:20]=[CH:19][C:18]([OH:21])=[CH:17][CH:16]=1, predict the reaction product. The product is: [CH3:13][N:14]([C:22]1[CH:27]=[CH:26][CH:25]=[C:24]([CH2:28][N:29]2[CH2:30][CH2:31][N:32]([CH3:35])[CH2:33][CH2:34]2)[CH:23]=1)[C:15]1[CH:16]=[CH:17][C:18]([O:21][C:2]2[N:3]=[C:4]([OH:12])[C:5]3[CH:11]=[CH:10][N:9]=[CH:8][C:6]=3[N:7]=2)=[CH:19][CH:20]=1. (3) Given the reactants O[CH2:2][C:3]1[CH:12]=[N:11][C:10]2[N:9]3[CH2:13][CH2:14][CH2:15][C@H:8]3[C:7](=[O:16])[NH:6][C:5]=2[CH:4]=1.[F:17][C:18]1[CH:19]=[C:20]([CH:23]=[CH:24][C:25]=1[N:26]1[CH2:31][CH2:30][NH:29][CH2:28][CH2:27]1)[C:21]#[N:22].[I-].C(C[P+](C)(C)C)#N.C(N(CC)C(C)C)(C)C, predict the reaction product. The product is: [F:17][C:18]1[CH:19]=[C:20]([CH:23]=[CH:24][C:25]=1[N:26]1[CH2:31][CH2:30][N:29]([CH2:2][C:3]2[CH:12]=[N:11][C:10]3[N:9]4[CH2:13][CH2:14][CH2:15][C@H:8]4[C:7](=[O:16])[NH:6][C:5]=3[CH:4]=2)[CH2:28][CH2:27]1)[C:21]#[N:22]. (4) Given the reactants C(O[C:4]([C:6]1[C:7](=[O:31])[C:8]2[CH:13]=[N:12][C:11]([NH:14][CH2:15][CH2:16][CH2:17][N:18]3[CH:22]=[CH:21][N:20]=[CH:19]3)=[N:10][C:9]=2[N:23]([CH:25]2[CH2:30][CH2:29][CH2:28][CH2:27][CH2:26]2)[CH:24]=1)=[O:5])C.[NH3:32], predict the reaction product. The product is: [CH:25]1([N:23]2[C:9]3[N:10]=[C:11]([NH:14][CH2:15][CH2:16][CH2:17][N:18]4[CH:22]=[CH:21][N:20]=[CH:19]4)[N:12]=[CH:13][C:8]=3[C:7](=[O:31])[C:6]([C:4]([NH2:32])=[O:5])=[CH:24]2)[CH2:30][CH2:29][CH2:28][CH2:27][CH2:26]1. (5) Given the reactants Cl.[CH3:2][NH:3][CH3:4].[F:5][C:6]1[CH:11]=[CH:10][C:9]([S:12](Cl)(=[O:14])=[O:13])=[CH:8][CH:7]=1.C(N(CC)C(C)C)(C)C, predict the reaction product. The product is: [F:5][C:6]1[CH:11]=[CH:10][C:9]([S:12]([N:3]([CH3:4])[CH3:2])(=[O:14])=[O:13])=[CH:8][CH:7]=1. (6) The product is: [C:37]([OH:44])(=[O:43])/[CH:38]=[CH:39]/[C:40]([OH:42])=[O:41].[F:1][C:2]1[CH:3]=[C:4]([C@@H:8]([C@@H:17]2[CH2:22][CH2:21][CH2:20][N:19]([C:23](=[O:36])[NH:24][C@@H:25]([CH2:29][C@@H:30]3[CH2:35][CH2:34][CH2:33][O:32][CH2:31]3)[CH2:26][NH:27][CH3:28])[CH2:18]2)[O:9][CH2:10][CH2:11][NH:12][C:13](=[O:16])[O:14][CH3:15])[CH:5]=[CH:6][CH:7]=1. Given the reactants [F:1][C:2]1[CH:3]=[C:4]([C@@H:8]([C@@H:17]2[CH2:22][CH2:21][CH2:20][N:19]([C:23](=[O:36])[NH:24][C@@H:25]([CH2:29][C@@H:30]3[CH2:35][CH2:34][CH2:33][O:32][CH2:31]3)[CH2:26][NH:27][CH3:28])[CH2:18]2)[O:9][CH2:10][CH2:11][NH:12][C:13](=[O:16])[O:14][CH3:15])[CH:5]=[CH:6][CH:7]=1.[C:37]([OH:44])(=[O:43])/[CH:38]=[CH:39]/[C:40]([OH:42])=[O:41], predict the reaction product. (7) Given the reactants [F:1][C:2]1[CH:7]=[C:6]([F:8])[CH:5]=[CH:4][C:3]=1[NH:9][C:10](=[O:19])[CH:11]=[CH:12]C1C=CC=CC=1.[Cl-].[Cl-].[Cl-].[Al+3], predict the reaction product. The product is: [F:8][C:6]1[CH:5]=[C:4]2[C:3](=[C:2]([F:1])[CH:7]=1)[NH:9][C:10](=[O:19])[CH:11]=[CH:12]2. (8) Given the reactants [ClH:1].[F:2][C:3]([F:23])([F:22])[C:4]1[CH:9]=[CH:8][C:7]([C@@H:10]([C:12]2[C:17]([C:18]([F:21])([F:20])[F:19])=[CH:16][CH:15]=[CH:14][N:13]=2)[NH2:11])=[CH:6][CH:5]=1.CC(S(N)=O)(C)C, predict the reaction product. The product is: [ClH:1].[F:22][C:3]([F:2])([F:23])[C:4]1[CH:5]=[CH:6][C:7]([CH:10]([C:12]2[C:17]([C:18]([F:21])([F:19])[F:20])=[CH:16][CH:15]=[CH:14][N:13]=2)[NH2:11])=[CH:8][CH:9]=1.